Task: Predict hERG channel inhibition at various concentrations.. Dataset: hERG Central: cardiac toxicity at 1µM, 10µM, and general inhibition (1) The compound is Cc1cc(OCCCN2CCN(Cc3ccccc3)CC2)ccc1[N+](=O)[O-].O=C(O)C(=O)O. Results: hERG_inhib (hERG inhibition (general)): blocker. (2) The drug is Cc1ccccc1NC(=S)N(CCN(C)C)C(C)c1cccnc1. Results: hERG_inhib (hERG inhibition (general)): blocker. (3) The drug is CCOc1ccc(OCC(O)CNC2CCN(Cc3ccccc3)CC2)cc1.O=C(O)C(=O)O. Results: hERG_inhib (hERG inhibition (general)): blocker. (4) The drug is O=C(c1cccc(S(=O)(=O)N2CCOCC2)c1)N(CCc1ccccc1)Cc1ccccc1. Results: hERG_inhib (hERG inhibition (general)): blocker. (5) The drug is CC(=O)Nc1ccc(S(=O)(=O)N(C)S(=O)(=O)c2ccc(F)cc2)cc1. Results: hERG_inhib (hERG inhibition (general)): blocker. (6) The drug is COc1ccc(CCn2c(SCCN3CCCCC3)nc3ccccc3c2=O)cc1OC. Results: hERG_inhib (hERG inhibition (general)): blocker. (7) The drug is CCOc1cc(C#N)ccc1OCC(=O)N1CCN(C(=O)c2cccs2)CC1. Results: hERG_inhib (hERG inhibition (general)): blocker. (8) The drug is CCC(C)(C)c1ccc(OCCCC[n+]2ccccc2)c(C(C)(C)CC)c1.[Br-]. Results: hERG_inhib (hERG inhibition (general)): blocker. (9) Results: hERG_inhib (hERG inhibition (general)): blocker. The molecule is Cc1ccccc1OCC(O)CN1CCN(c2ccc(Cl)cc2)CC1.